Dataset: Full USPTO retrosynthesis dataset with 1.9M reactions from patents (1976-2016). Task: Predict the reactants needed to synthesize the given product. (1) Given the product [CH3:1][N:2]1[C:10]2[C:5](=[N:6][CH:7]=[CH:8][CH:9]=2)[C:4]([C:11]2[CH:16]=[CH:15][C:14]([NH2:17])=[CH:13][CH:12]=2)=[CH:3]1, predict the reactants needed to synthesize it. The reactants are: [CH3:1][N:2]1[C:10]2[C:5](=[N:6][CH:7]=[CH:8][CH:9]=2)[C:4]([C:11]2[CH:16]=[CH:15][C:14]([N+:17]([O-])=O)=[CH:13][CH:12]=2)=[CH:3]1. (2) Given the product [C:1]1([N:7]([CH2:9][CH2:8][CH2:13][CH2:25][CH3:26])[C:8]2[CH:13]=[CH:12][C:11]([N:14]([CH2:3][CH2:2][CH2:1][CH2:6][CH3:5])[CH2:29][CH2:30][CH2:31][CH2:32][CH3:33])=[CH:10][CH:9]=2)[CH:2]=[CH:3][CH:4]=[CH:5][CH:6]=1, predict the reactants needed to synthesize it. The reactants are: [C:1]1([NH:7][C:8]2[CH:13]=[CH:12][C:11]([NH2:14])=[CH:10][CH:9]=2)[CH:6]=[CH:5][CH:4]=[CH:3][CH:2]=1.C(O[BH-](O[C:25](=O)[CH3:26])OC(=O)C)(=O)C.[Na+].[CH:29](=O)[CH2:30][CH2:31][CH2:32][CH3:33]. (3) Given the product [CH2:7]([N:11]1[CH:12]=[CH:13][C:14]([CH3:18])([CH3:17])[CH2:15][CH2:16]1)[CH:8]([CH3:10])[CH3:9], predict the reactants needed to synthesize it. The reactants are: [H-].[Al+3].[Li+].[H-].[H-].[H-].[CH2:7]([N:11]1[CH:16]=[CH:15][C:14]([CH3:18])([CH3:17])[CH2:13][C:12]1=O)[CH:8]([CH3:10])[CH3:9].O.O.O.O.O.O.O.O.O.O.S([O-])([O-])(=O)=O.[Na+].[Na+].S([O-])([O-])(=O)=O.[Na+].[Na+]. (4) Given the product [Cl:1][C:2]1[C:3]([N:11]2[CH2:15][CH2:14][C@H:13]([CH2:16][OH:17])[CH2:12]2)=[C:4]([CH2:5][N:24]2[CH2:23][CH:22]3[CH2:18][N:19]([C:26]([O:28][C:29]([CH3:32])([CH3:31])[CH3:30])=[O:27])[CH2:20][CH:21]3[CH2:25]2)[CH:7]=[CH:8][CH:9]=1, predict the reactants needed to synthesize it. The reactants are: [Cl:1][C:2]1[C:3](F)=[C:4]([CH:7]=[CH:8][CH:9]=1)[CH:5]=O.[NH:11]1[CH2:15][CH2:14][C@H:13]([CH2:16][OH:17])[CH2:12]1.[CH2:18]1[CH:22]2[CH2:23][NH:24][CH2:25][CH:21]2[CH2:20][N:19]1[C:26]([O:28][C:29]([CH3:32])([CH3:31])[CH3:30])=[O:27]. (5) Given the product [Cl:29][C:30]1[C:31]([CH2:44][O:45][C:46]2[CH:51]=[CH:50][C:49]([Cl:52])=[C:48]([C:53]([F:56])([F:55])[F:54])[CH:47]=2)=[CH:32][C:33]([F:43])=[C:34]([CH:42]=1)[C:35]([OH:37])=[O:36], predict the reactants needed to synthesize it. The reactants are: ClC1C(OC2C=CC(OC(F)(F)F)=C(Cl)C=2)=CC(F)=C(C=1)C(OC(C)(C)C)=O.[Cl:29][C:30]1[C:31]([CH2:44][O:45][C:46]2[CH:51]=[CH:50][C:49]([Cl:52])=[C:48]([C:53]([F:56])([F:55])[F:54])[CH:47]=2)=[CH:32][C:33]([F:43])=[C:34]([CH:42]=1)[C:35]([O:37]C(C)(C)C)=[O:36]. (6) Given the product [NH2:15][CH2:14][C:12]1[CH:11]=[CH:10][CH:9]=[C:8]([Cl:7])[N:13]=1, predict the reactants needed to synthesize it. The reactants are: [H-].[Al+3].[Li+].[H-].[H-].[H-].[Cl:7][C:8]1[N:13]=[C:12]([C:14]#[N:15])[CH:11]=[CH:10][CH:9]=1.